From a dataset of Catalyst prediction with 721,799 reactions and 888 catalyst types from USPTO. Predict which catalyst facilitates the given reaction. Reactant: [NH2:1][C@@H:2]([C:4]([OH:6])=O)[CH3:3].[C:7]12[C:13](=[CH:14][CH:15]=[CH:16][CH:17]=1)[NH:12]C(=O)O[C:8]2=[O:9]. Product: [CH3:3][C@H:2]1[NH:1][C:8](=[O:9])[C:7]2[CH:17]=[CH:16][CH:15]=[CH:14][C:13]=2[NH:12][C:4]1=[O:6]. The catalyst class is: 17.